From a dataset of Forward reaction prediction with 1.9M reactions from USPTO patents (1976-2016). Predict the product of the given reaction. (1) The product is: [CH:15]([N:12]1[C:11]2[CH:10]=[CH:9][CH:8]=[CH:7][C:6]=2[C:5]2[C:13]1=[CH:1][CH:2]=[CH:3][CH:4]=2)([CH2:17][CH3:18])[CH3:16]. Given the reactants [CH:1]1[C:13]2[NH:12][C:11]3[C:6](=[CH:7][CH:8]=[CH:9][CH:10]=3)[C:5]=2[CH:4]=[CH:3][CH:2]=1.Br[CH:15]([CH2:17][CH3:18])[CH3:16].[OH-].[K+], predict the reaction product. (2) Given the reactants [N:1]1([C:6]2[N:11]=[CH:10][C:9]3[CH:12]([C:15]([O-:17])=[O:16])[CH2:13][CH2:14][C:8]=3[CH:7]=2)[CH:5]=[N:4][N:3]=[N:2]1.[OH-].[Li+], predict the reaction product. The product is: [N:1]1([C:6]2[N:11]=[CH:10][C:9]3[CH:12]([C:15]([OH:17])=[O:16])[CH2:13][CH2:14][C:8]=3[CH:7]=2)[CH:5]=[N:4][N:3]=[N:2]1. (3) Given the reactants [CH2:1]([N:8]1[CH:16]=[C:15]2[C:10]([CH:11]=[C:12]([C:17]3[CH:18]=[C:19]([CH:27]4[CH2:31][CH2:30][NH:29][CH2:28]4)[N:20]4[C:25]=3[C:24]([NH2:26])=[N:23][CH:22]=[N:21]4)[CH:13]=[CH:14]2)=[N:9]1)[C:2]1[CH:7]=[CH:6][CH:5]=[CH:4][CH:3]=1.[CH3:32][N:33]1[CH2:38][CH2:37][N:36]([C:39](Cl)=[O:40])[CH2:35][CH2:34]1, predict the reaction product. The product is: [CH2:1]([N:8]1[CH:16]=[C:15]2[C:10]([CH:11]=[C:12]([C:17]3[CH:18]=[C:19]([CH:27]4[CH2:31][CH2:30][N:29]([C:39]([N:36]5[CH2:37][CH2:38][N:33]([CH3:32])[CH2:34][CH2:35]5)=[O:40])[CH2:28]4)[N:20]4[C:25]=3[C:24]([NH2:26])=[N:23][CH:22]=[N:21]4)[CH:13]=[CH:14]2)=[N:9]1)[C:2]1[CH:3]=[CH:4][CH:5]=[CH:6][CH:7]=1. (4) Given the reactants [CH2:1]([C:3]1[S:12][C:6]2[N:7]=[CH:8][N:9]=[C:10]([NH2:11])[C:5]=2[CH:4]=1)[CH3:2].[H-].[Na+].[CH3:15][CH:16](Br)[C:17]1[CH:22]=[CH:21][CH:20]=[CH:19][CH:18]=1, predict the reaction product. The product is: [CH2:1]([C:3]1[S:12][C:6]2[N:7]=[CH:8][N:9]=[C:10]([NH:11][CH:16]([C:17]3[CH:22]=[CH:21][CH:20]=[CH:19][CH:18]=3)[CH3:15])[C:5]=2[CH:4]=1)[CH3:2]. (5) Given the reactants [Br:1][C:2]1[CH:7]=[CH:6][C:5]([CH3:8])=[CH:4][C:3]=1[Cl:9].C1C(=O)N([Br:17])C(=O)C1.CC(N=NC(C#N)(C)C)(C#N)C, predict the reaction product. The product is: [Br:1][C:2]1[CH:7]=[CH:6][C:5]([CH2:8][Br:17])=[CH:4][C:3]=1[Cl:9]. (6) The product is: [Cl:10][C:11]1[CH:27]=[C:26]([Cl:28])[CH:25]=[CH:24][C:12]=1[CH2:13][NH:14][C:15](=[O:23])[C:16]1[CH:21]=[CH:20][C:19]([O:1][C:2]2[CH:3]=[N:4][CH:5]=[CH:6][CH:7]=2)=[N:18][CH:17]=1. Given the reactants [OH:1][C:2]1[CH:3]=[N:4][CH:5]=[CH:6][CH:7]=1.[H-].[Na+].[Cl:10][C:11]1[CH:27]=[C:26]([Cl:28])[CH:25]=[CH:24][C:12]=1[CH2:13][NH:14][C:15](=[O:23])[C:16]1[CH:21]=[CH:20][C:19](F)=[N:18][CH:17]=1, predict the reaction product. (7) Given the reactants [Cl:1][C:2]1[CH:7]=[CH:6][C:5]([N:8]2[C:16]([C:17](O)=[O:18])=[C:15]3[C:10]([CH:11]=[C:12]([N+:23]([O-:25])=[O:24])[C:13]([CH:20]4[CH2:22][CH2:21]4)=[CH:14]3)=[N:9]2)=[CH:4][CH:3]=1.C[CH2:27][N:28](C(C)C)C(C)C.CN(C(ON1N=NC2C=CC=NC1=2)=[N+](C)C)C.F[P-](F)(F)(F)(F)F.CN, predict the reaction product. The product is: [Cl:1][C:2]1[CH:7]=[CH:6][C:5]([N:8]2[C:16]([C:17]([NH:28][CH3:27])=[O:18])=[C:15]3[C:10]([CH:11]=[C:12]([N+:23]([O-:25])=[O:24])[C:13]([CH:20]4[CH2:22][CH2:21]4)=[CH:14]3)=[N:9]2)=[CH:4][CH:3]=1. (8) Given the reactants [C:1]([O:5][C:6]([N:8]([C:24]([O:26][C:27]([CH3:30])([CH3:29])[CH3:28])=[O:25])[C:9]1[O:17][C:16]2[C:11](=[N:12][CH:13]=[C:14]([CH:18]=C)[CH:15]=2)[C:10]=1[C:20]([O:22][CH3:23])=[O:21])=[O:7])([CH3:4])([CH3:3])[CH3:2].C1C[O:34]CC1, predict the reaction product. The product is: [C:27]([O:26][C:24]([N:8]([C:6]([O:5][C:1]([CH3:2])([CH3:3])[CH3:4])=[O:7])[C:9]1[O:17][C:16]2[C:11](=[N:12][CH:13]=[C:14]([CH:18]=[O:34])[CH:15]=2)[C:10]=1[C:20]([O:22][CH3:23])=[O:21])=[O:25])([CH3:28])([CH3:30])[CH3:29]. (9) Given the reactants [Br:1][C:2]1[N:3]=[C:4]([NH:9][CH2:10][C:11]2[CH:12]=[C:13]3[C:18](=[CH:19][C:20]=2[F:21])[N:17]=[CH:16][CH:15]=[CH:14]3)[C:5]([NH2:8])=[N:6][CH:7]=1.[N:22]([O-])=O.[Na+], predict the reaction product. The product is: [Br:1][C:2]1[N:3]=[C:4]2[N:9]([CH2:10][C:11]3[CH:12]=[C:13]4[C:18](=[CH:19][C:20]=3[F:21])[N:17]=[CH:16][CH:15]=[CH:14]4)[N:22]=[N:8][C:5]2=[N:6][CH:7]=1. (10) The product is: [C:10]1([C:9]([C:16]2[CH:21]=[CH:20][CH:19]=[CH:18][CH:17]=2)=[N:22][NH:23][C:2]2[CH:3]=[CH:4][C:5](=[O:8])[NH:6][CH:7]=2)[CH:11]=[CH:12][CH:13]=[CH:14][CH:15]=1. Given the reactants Br[C:2]1[CH:3]=[CH:4][C:5](=[O:8])[NH:6][CH:7]=1.[C:9](=[N:22][NH2:23])([C:16]1[CH:21]=[CH:20][CH:19]=[CH:18][CH:17]=1)[C:10]1[CH:15]=[CH:14][CH:13]=[CH:12][CH:11]=1.C1(P(C2C=CC=CC=2)C2C3OC4C(=CC=CC=4P(C4C=CC=CC=4)C4C=CC=CC=4)C(C)(C)C=3C=CC=2)C=CC=CC=1.CC(C)([O-])C.[Na+], predict the reaction product.